From a dataset of Forward reaction prediction with 1.9M reactions from USPTO patents (1976-2016). Predict the product of the given reaction. Given the reactants [F:1][C:2]1[CH:11]=[CH:10][CH:9]=[C:8]([F:12])[C:3]=1[CH2:4][N:5]=[N+:6]=[N-:7].[C:13]([O:17][CH2:18][CH3:19])(=[O:16])[C:14]#[CH:15], predict the reaction product. The product is: [CH2:18]([O:17][C:13]([C:14]1[N:7]=[N:6][N:5]([CH2:4][C:3]2[C:2]([F:1])=[CH:11][CH:10]=[CH:9][C:8]=2[F:12])[CH:15]=1)=[O:16])[CH3:19].